This data is from Full USPTO retrosynthesis dataset with 1.9M reactions from patents (1976-2016). The task is: Predict the reactants needed to synthesize the given product. (1) Given the product [CH3:6][C:7]1[C:12]([CH2:13][C:14]([C:15]2[CH:16]=[CH:17][C:18]([CH2:21][C:22]([OH:24])=[O:23])=[CH:19][CH:20]=2)=[O:1])=[CH:11][CH:10]=[CH:9][N:8]=1, predict the reactants needed to synthesize it. The reactants are: [OH:1]S(O)(=O)=O.[CH3:6][C:7]1[C:12]([C:13]#[C:14][C:15]2[CH:20]=[CH:19][C:18]([CH2:21][C:22]([OH:24])=[O:23])=[CH:17][CH:16]=2)=[CH:11][CH:10]=[CH:9][N:8]=1. (2) Given the product [O:1]1[C:5]2([CH2:10][CH2:9][N:8]([C:21]3([CH3:28])[CH2:22][CH2:23][N:18]([C:11]([O:13][C:14]([CH3:17])([CH3:16])[CH3:15])=[O:12])[CH2:19][CH2:20]3)[CH2:7][CH2:6]2)[O:4][CH2:3][CH2:2]1, predict the reactants needed to synthesize it. The reactants are: [O:1]1[C:5]2([CH2:10][CH2:9][NH:8][CH2:7][CH2:6]2)[O:4][CH2:3][CH2:2]1.[C:11]([N:18]1[CH2:23][CH2:22][C:21](=O)[CH2:20][CH2:19]1)([O:13][C:14]([CH3:17])([CH3:16])[CH3:15])=[O:12].N1C=[CH:28]N=N1.C[Mg]Cl.C1COCC1. (3) Given the product [CH:23]([N:18]1[C:17]2[CH:16]=[CH:15][CH:14]=[C:13]([C:11]3[O:12][C:5]([CH:6]([CH3:8])[CH3:7])=[C:4]([CH:1]([CH3:3])[CH3:2])[N:10]=3)[C:21]=2[N:20]=[C:19]1[Cl:28])([CH3:25])[CH3:24], predict the reactants needed to synthesize it. The reactants are: [CH:1]([C@H:4]([NH:10][C:11]([C:13]1[C:21]2[NH:20][C:19](=O)[N:18]([CH:23]([CH3:25])[CH3:24])[C:17]=2[CH:16]=[CH:15][CH:14]=1)=[O:12])[C:5](=O)[CH:6]([CH3:8])[CH3:7])([CH3:3])[CH3:2].P(Cl)(Cl)([Cl:28])=O. (4) Given the product [C:1]([C:3]1[CH:8]=[CH:7][C:6]([NH:9][C:10]([C:11]2([CH3:13])[CH2:12][C:26]([C:23]3[CH:24]=[CH:25][C:20]([F:19])=[CH:21][CH:22]=3)=[N:27][N:28]2[CH2:29][C:30]2[CH:35]=[CH:34][CH:33]=[CH:32][CH:31]=2)=[O:14])=[CH:5][C:4]=1[C:15]([F:17])([F:16])[F:18])#[N:2], predict the reactants needed to synthesize it. The reactants are: [C:1]([C:3]1[CH:8]=[CH:7][C:6]([NH:9][C:10](=[O:14])[C:11]([CH3:13])=[CH2:12])=[CH:5][C:4]=1[C:15]([F:18])([F:17])[F:16])#[N:2].[F:19][C:20]1[CH:25]=[CH:24][C:23]([C:26](Cl)=[N:27][NH:28][CH2:29][C:30]2[CH:35]=[CH:34][CH:33]=[CH:32][CH:31]=2)=[CH:22][CH:21]=1.C(N(CC)CC)C. (5) Given the product [CH3:10][C:9]1[CH:8]=[C:7]2[C:5](=[CH:4][C:3]=1[O:2][CH3:1])[N:6]=[CH:15][CH:14]=[CH:19]2, predict the reactants needed to synthesize it. The reactants are: [CH3:1][O:2][C:3]1[CH:4]=[C:5]([CH:7]=[CH:8][C:9]=1[CH3:10])[NH2:6].[N+]([C:14]1[CH:15]=C(S([O-])(=O)=O)C=C[CH:19]=1)([O-])=O.[Na+].S(O)(C)(=O)=O.OCC(CO)O.[OH-].[Na+]. (6) Given the product [F:33][C:34]1[CH:35]=[C:36]([NH:41][C:42](=[O:67])[NH:43][C:44]2[CH:49]=[CH:48][C:47]([C:50]3[S:54][C:53]([CH:55]4[CH2:56][CH2:57][CH:58]([CH2:61][C:62]([OH:64])=[O:63])[CH2:59][CH2:60]4)=[N:52][CH:51]=3)=[CH:46][CH:45]=2)[CH:37]=[C:38]([F:40])[CH:39]=1, predict the reactants needed to synthesize it. The reactants are: ClC1C=CC=CC=1NC(=O)NC1C=CC(C2SC(C3CCC(CC(O)=O)CC3)=NC=2)=CC=1.[F:33][C:34]1[CH:35]=[C:36]([NH:41][C:42](=[O:67])[NH:43][C:44]2[CH:49]=[CH:48][C:47]([C:50]3[S:54][C:53]([CH:55]4[CH2:60][CH2:59][CH:58]([CH2:61][C:62]([O:64]CC)=[O:63])[CH2:57][CH2:56]4)=[N:52][CH:51]=3)=[CH:46][CH:45]=2)[CH:37]=[C:38]([F:40])[CH:39]=1. (7) Given the product [NH2:12][C:11]1[NH:7][N:8]=[CH:9][C:10]=1[C:19]1[CH:24]=[C:23]([Cl:25])[CH:22]=[CH:21][C:20]=1[O:26][C:29]1[C:28]([Cl:27])=[CH:33][C:32]([S:34]([NH:37][C:45]2[N:46]=[CH:47][S:48][CH:49]=2)(=[O:36])=[O:35])=[C:31]([F:50])[CH:30]=1, predict the reactants needed to synthesize it. The reactants are: [H-].[Na+].C([N:7]1[C:11]([NH:12]C(=O)C(F)(F)F)=[C:10]([C:19]2[CH:24]=[C:23]([Cl:25])[CH:22]=[CH:21][C:20]=2[OH:26])[CH:9]=[N:8]1)(C)(C)C.[Cl:27][C:28]1[C:29](F)=[CH:30][C:31]([F:50])=[C:32]([S:34]([N:37]([C:45]2[N:46]=[CH:47][S:48][CH:49]=2)C(=O)OC(C)(C)C)(=[O:36])=[O:35])[CH:33]=1.C(=O)([O-])[O-].[K+].[K+].C(=O)([O-])[O-].[Na+].[Na+].